Dataset: Forward reaction prediction with 1.9M reactions from USPTO patents (1976-2016). Task: Predict the product of the given reaction. (1) Given the reactants [F:1][C:2]1([F:16])[C:7]([F:9])([F:8])[C:6]2([CH2:12][CH2:13][CH3:14])[CH2:10][CH2:11][C:3]1([OH:15])[CH2:4][CH2:5]2.Br[CH2:18][C:19]1[CH:24]=[CH:23][C:22]([O:25][CH2:26][CH3:27])=[C:21]([F:28])[C:20]=1[F:29].[H-].[Na+].[Cl-].[NH4+], predict the reaction product. The product is: [CH2:26]([O:25][C:22]1[CH:23]=[CH:24][C:19]([CH2:18][O:15][C:3]23[CH2:4][CH2:5][C:6]([CH2:12][CH2:13][CH3:14])([CH2:10][CH2:11]2)[C:7]([F:9])([F:8])[C:2]3([F:16])[F:1])=[C:20]([F:29])[C:21]=1[F:28])[CH3:27]. (2) Given the reactants C(OC(=O)[NH:7][CH:8]1[CH2:13][CH2:12][N:11]([CH2:14][CH2:15][N:16]2[C:21]3[CH:22]=[C:23]([Cl:26])[CH:24]=[CH:25][C:20]=3[N+:19]([O-:27])=[N:18][C:17]2=[O:28])[CH2:10][CH2:9]1)(C)(C)C.C(O)(C(F)(F)F)=O.NC1CCN(CCN2C3C(=CC(C#N)=CC=3)N=CC2=O)CC1, predict the reaction product. The product is: [NH2:7][CH:8]1[CH2:9][CH2:10][N:11]([CH2:14][CH2:15][N:16]2[C:21]3[CH:22]=[C:23]([Cl:26])[CH:24]=[CH:25][C:20]=3[N+:19]([O-:27])=[N:18][C:17]2=[O:28])[CH2:12][CH2:13]1. (3) Given the reactants C[O:2][C:3]1[CH:4]=[C:5]2[C:10](=[CH:11][CH:12]=1)[C:9](=[O:13])[CH:8]([CH3:14])[CH2:7][C:6]2([CH3:16])[CH3:15].[C-]#N.[Na+].C#N.Cl, predict the reaction product. The product is: [OH:2][C:3]1[CH:4]=[C:5]2[C:10](=[CH:11][CH:12]=1)[C:9](=[O:13])[CH:8]([CH3:14])[CH2:7][C:6]2([CH3:15])[CH3:16]. (4) Given the reactants NC[C:3]1([C:11]2[CH:16]=[CH:15][C:14]([Cl:17])=[C:13]([Cl:18])[CH:12]=2)[CH2:8][CH2:7][CH2:6][C:5]([CH3:10])([OH:9])[CH2:4]1.C[CH2:20][N:21](CC)CC.[O:26](C(OC(C)(C)C)=O)[C:27]([O:29][C:30]([CH3:33])([CH3:32])[CH3:31])=O, predict the reaction product. The product is: [Cl:18][C:13]1[CH:12]=[C:11]([C:3]2([N:21]([CH3:20])[C:27](=[O:26])[O:29][C:30]([CH3:33])([CH3:32])[CH3:31])[CH2:8][CH2:7][CH2:6][C:5]([OH:9])([CH3:10])[CH2:4]2)[CH:16]=[CH:15][C:14]=1[Cl:17].